Dataset: Forward reaction prediction with 1.9M reactions from USPTO patents (1976-2016). Task: Predict the product of the given reaction. (1) Given the reactants C([Si](C)(C)[O:6][CH2:7][CH:8]1[CH2:11][CH:10]([O:12][CH:13]2[CH2:18][CH2:17][CH2:16][CH2:15][O:14]2)[CH2:9]1)(C)(C)C.[F-].C([N+](CCCC)(CCCC)CCCC)CCC, predict the reaction product. The product is: [O:14]1[CH2:15][CH2:16][CH2:17][CH2:18][CH:13]1[O:12][CH:10]1[CH2:9][CH:8]([CH2:7][OH:6])[CH2:11]1. (2) Given the reactants [NH2:1][C:2]1[CH:10]=[CH:9][C:8]([CH3:11])=[CH:7][C:3]=1[C:4]([OH:6])=[O:5].ClC([O-])=O.Cl[C:17]([O:19][CH3:20])=O.N1[CH:26]=[CH:25][CH:24]=[CH:23][CH:22]=1, predict the reaction product. The product is: [CH2:17]([O:19][C:20]1[O:5][C:4](=[O:6])[C:3]2[CH:7]=[C:8]([CH3:11])[CH:9]=[CH:10][C:2]=2[N:1]=1)[CH2:22][CH2:23][CH2:24][CH2:25][CH2:26][CH2:26][CH2:25][CH2:24][CH2:23][CH2:22][CH2:4][CH2:3][CH2:2][CH2:10][CH3:9]. (3) Given the reactants Cl[C:2]1[N:11]=[C:10]([N:12]([C:14]2[CH:19]=[CH:18][C:17]([O:20][CH3:21])=[CH:16][CH:15]=2)[CH3:13])[C:9]2[C:4](=[CH:5][CH:6]=[CH:7][CH:8]=2)[N:3]=1.[CH3:22][NH:23][CH2:24][CH2:25][CH2:26][N:27]([CH3:29])[CH3:28], predict the reaction product. The product is: [CH3:28][N:27]([CH3:29])[CH2:26][CH2:25][CH2:24][N:23]([CH3:22])[C:2]1[N:11]=[C:10]([N:12]([C:14]2[CH:19]=[CH:18][C:17]([O:20][CH3:21])=[CH:16][CH:15]=2)[CH3:13])[C:9]2[C:4](=[CH:5][CH:6]=[CH:7][CH:8]=2)[N:3]=1. (4) Given the reactants [C:1]([NH:8][C@H](C(O)=O)CC)([O:3][C:4]([CH3:7])([CH3:6])[CH3:5])=[O:2].O[N:16]1[C:21](=[O:22])[CH2:20][CH2:19][C:17]1=O.[CH2:23]1CCC(N=C=NC2CCCCC2)CC1, predict the reaction product. The product is: [CH3:23][C@@H:20]([CH:19]([NH:8][C:1]([O:3][C:4]([CH3:7])([CH3:6])[CH3:5])=[O:2])[CH3:17])[C:21]([NH2:16])=[O:22]. (5) Given the reactants [N:1]1([CH2:7][CH2:8][C:9]2[CH:14]=[CH:13][C:12]([NH2:15])=[CH:11][CH:10]=2)[CH2:6][CH2:5][O:4][CH2:3][CH2:2]1.[CH2:16]([O:18][C:19]([C:21]1[C:22](=[O:41])[C:23]2[CH:28]=[N:27][C:26](S(C)(=O)=O)=[N:25][C:24]=2[N:33]([CH:35]2[CH2:40][CH2:39][CH2:38][CH2:37][CH2:36]2)[CH:34]=1)=[O:20])[CH3:17], predict the reaction product. The product is: [CH2:16]([O:18][C:19]([C:21]1[C:22](=[O:41])[C:23]2[CH:28]=[N:27][C:26]([NH:15][C:12]3[CH:13]=[CH:14][C:9]([CH2:8][CH2:7][N:1]4[CH2:6][CH2:5][O:4][CH2:3][CH2:2]4)=[CH:10][CH:11]=3)=[N:25][C:24]=2[N:33]([CH:35]2[CH2:40][CH2:39][CH2:38][CH2:37][CH2:36]2)[CH:34]=1)=[O:20])[CH3:17]. (6) Given the reactants Cl.[CH2:2]([C:7]1[S:8][C:9]2[CH:15]=[CH:14][CH:13]=[CH:12][C:10]=2[N:11]=1)[CH2:3][CH2:4][CH2:5][CH3:6].FC(F)(F)S(O)(=O)=O.[N+:24]([O-])([OH:26])=[O:25].O, predict the reaction product. The product is: [CH2:2]([C:7]1[S:8][C:9]2[CH:15]=[C:14]([N+:24]([O-:26])=[O:25])[CH:13]=[CH:12][C:10]=2[N:11]=1)[CH2:3][CH2:4][CH2:5][CH3:6]. (7) The product is: [CH3:9][O:10][C:11]1[CH:12]=[C:13]([C:5]2[N:4]=[N:3][C:2]([NH2:1])=[CH:7][CH:6]=2)[CH:14]=[CH:15][C:16]=1[O:17][CH3:18]. Given the reactants [NH2:1][C:2]1[N:3]=[N:4][C:5](Cl)=[CH:6][CH:7]=1.[CH3:9][O:10][C:11]1[CH:12]=[C:13](B(O)O)[CH:14]=[CH:15][C:16]=1[O:17][CH3:18].C([O-])([O-])=O.[K+].[K+].C([O-])(O)=O.[Na+], predict the reaction product.